Predict the product of the given reaction. From a dataset of Forward reaction prediction with 1.9M reactions from USPTO patents (1976-2016). (1) Given the reactants [CH3:1][O:2][C:3]1[CH:4]=[C:5]2[C:10](=[CH:11][CH:12]=1)[C:9](=O)[NH:8][C:7]([NH:14][C:15]1[CH:19]=[C:18]([CH3:20])[NH:17][N:16]=1)=[CH:6]2.O=P(Cl)(Cl)[Cl:23], predict the reaction product. The product is: [Cl:23][C:9]1[C:10]2[C:5](=[CH:4][C:3]([O:2][CH3:1])=[CH:12][CH:11]=2)[CH:6]=[C:7]([NH:14][C:15]2[CH:19]=[C:18]([CH3:20])[NH:17][N:16]=2)[N:8]=1. (2) Given the reactants [Br:1][C:2]1[CH:8]=[CH:7][C:5]([NH2:6])=[CH:4][CH:3]=1.C(=O)C.P(O)(O[C:22]1[CH:27]=[CH:26][CH:25]=CC=1)(O[C:26]1[CH:25]=CC=[CH:22][CH:27]=1)=O.[CH:29](/[NH:32][C:33](=[O:39])[O:34][C:35]([CH3:38])([CH3:37])[CH3:36])=C\C, predict the reaction product. The product is: [Br:1][C:2]1[CH:8]=[C:7]2[C:5](=[CH:4][CH:3]=1)[NH:6][C@@H:27]([CH3:22])[C@H:26]([CH3:25])[C@H:29]2[NH:32][C:33](=[O:39])[O:34][C:35]([CH3:38])([CH3:37])[CH3:36]. (3) Given the reactants [C:1]([O:5][C:6](=[O:29])[NH:7][C:8]1([C:19]2[CH:24]=[CH:23][CH:22]=[C:21]([C:25]([CH3:28])([CH3:27])[CH3:26])[CH:20]=2)[CH2:13][CH2:12][C:11](=O)[C:10](=[CH:15][N:16](C)C)[CH2:9]1)([CH3:4])([CH3:3])[CH3:2].O.[NH2:31]N, predict the reaction product. The product is: [C:1]([O:5][C:6](=[O:29])[NH:7][C:8]1([C:19]2[CH:24]=[CH:23][CH:22]=[C:21]([C:25]([CH3:28])([CH3:27])[CH3:26])[CH:20]=2)[CH2:13][CH2:12][C:11]2[C:10](=[CH:15][NH:16][N:31]=2)[CH2:9]1)([CH3:3])([CH3:2])[CH3:4]. (4) Given the reactants [CH2:1]([O:3][C:4](=[O:23])[C:5]([C:12]1[CH:17]=[CH:16][C:15]([S:18]([CH2:21][CH3:22])(=[O:20])=[O:19])=[CH:14][CH:13]=1)=[CH:6][CH:7]1[CH2:11][CH2:10][CH2:9][CH2:8]1)[CH3:2].[H][H], predict the reaction product. The product is: [CH2:1]([O:3][C:4](=[O:23])[CH:5]([C:12]1[CH:13]=[CH:14][C:15]([S:18]([CH2:21][CH3:22])(=[O:20])=[O:19])=[CH:16][CH:17]=1)[CH2:6][CH:7]1[CH2:8][CH2:9][CH2:10][CH2:11]1)[CH3:2]. (5) Given the reactants [ClH:1].[F:2][C:3]1[CH:19]=[CH:18][C:6]([CH2:7][NH:8][C@@H:9]2[CH2:11][C@H:10]2[C:12]2[CH:17]=[CH:16][CH:15]=[CH:14][CH:13]=2)=[CH:5][CH:4]=1, predict the reaction product. The product is: [ClH:1].[F:2][C:3]1[CH:4]=[CH:5][C:6]([CH2:7][NH:8][C@@H:9]2[CH2:11][C@H:10]2[C:12]2[CH:13]=[CH:14][CH:15]=[CH:16][CH:17]=2)=[CH:18][CH:19]=1. (6) Given the reactants [C:1]([O:5][C:6](=[O:25])[C:7]1[CH:12]=[CH:11][C:10]([CH2:13][NH:14][C:15](=[O:24])[C:16]2[CH:21]=[C:20]([Br:22])[CH:19]=[CH:18][C:17]=2[I:23])=[CH:9][CH:8]=1)([CH3:4])([CH3:3])[CH3:2].[CH2:26](I)[CH:27]=[CH2:28].C(=O)([O-])[O-].[Cs+].[Cs+], predict the reaction product. The product is: [C:1]([O:5][C:6](=[O:25])[C:7]1[CH:8]=[CH:9][C:10]([CH2:13][N:14]([CH2:28][CH:27]=[CH2:26])[C:15](=[O:24])[C:16]2[CH:21]=[C:20]([Br:22])[CH:19]=[CH:18][C:17]=2[I:23])=[CH:11][CH:12]=1)([CH3:4])([CH3:2])[CH3:3]. (7) Given the reactants O[N:2]1[C:6](=[O:7])[CH2:5][CH2:4][C:3]1=[O:8].[CH3:9][O:10][CH:11]=[CH:12][C:13]([O-:15])=[O:14].[Na+].Cl.C(N=C=NCCCN(C)C)C.C(=O)(O)[O-].[Na+], predict the reaction product. The product is: [CH3:9][O:10][CH:11]=[CH:12][C:13]([OH:15])=[O:14].[C:3]1(=[O:8])[NH:2][C:6](=[O:7])[CH2:5][CH2:4]1.